This data is from Forward reaction prediction with 1.9M reactions from USPTO patents (1976-2016). The task is: Predict the product of the given reaction. (1) Given the reactants [N:1]1[CH:6]=[CH:5][CH:4]=[CH:3][C:2]=1[CH2:7][N:8]([CH2:17][CH2:18][C:19]1[CH:24]=[CH:23][C:22]([S:25](=[O:28])(=[O:27])[NH2:26])=[CH:21][CH:20]=1)[CH2:9][C:10]([O:12]C(C)(C)C)=[O:11], predict the reaction product. The product is: [N:1]1[CH:6]=[CH:5][CH:4]=[CH:3][C:2]=1[CH2:7][N:8]([CH2:17][CH2:18][C:19]1[CH:20]=[CH:21][C:22]([S:25](=[O:28])(=[O:27])[NH2:26])=[CH:23][CH:24]=1)[CH2:9][C:10]([OH:12])=[O:11]. (2) Given the reactants F[C:2]1[CH:7]=[CH:6][CH:5]=[CH:4][C:3]=1[N+:8]([O-:10])=[O:9].[OH:11][CH2:12][CH2:13][C:14]1[CH:19]=[CH:18][CH:17]=[CH:16][N:15]=1.C(=O)([O-])[O-].[Cs+].[Cs+], predict the reaction product. The product is: [N+:8]([C:3]1[CH:4]=[CH:5][CH:6]=[CH:7][C:2]=1[O:11][CH2:12][CH2:13][C:14]1[CH:19]=[CH:18][CH:17]=[CH:16][N:15]=1)([O-:10])=[O:9]. (3) The product is: [Br:1][C:2]1[CH:3]=[C:4]([N:9]2[CH2:14][CH2:13][CH2:12][N:11]([CH3:17])[S:10]2(=[O:15])=[O:16])[C:5]([CH3:8])=[N:6][CH:7]=1. Given the reactants [Br:1][C:2]1[CH:3]=[C:4]([N:9]2[CH2:14][CH2:13][CH2:12][NH:11][S:10]2(=[O:16])=[O:15])[C:5]([CH3:8])=[N:6][CH:7]=1.[CH3:17]I.[OH-].[Na+].Cl, predict the reaction product. (4) Given the reactants Cl[C:2]1[N:7]=[C:6]([NH:8][C:9]2[CH:14]=[CH:13][CH:12]=[C:11]([OH:15])[CH:10]=2)[C:5]([F:16])=[CH:4][N:3]=1.[CH3:17][O:18][C:19]([C:21]1[O:22][C:23]2[CH:29]=[CH:28][C:27]([NH2:30])=[CH:26][C:24]=2[CH:25]=1)=[O:20], predict the reaction product. The product is: [F:16][C:5]1[C:6]([NH:8][C:9]2[CH:14]=[CH:13][CH:12]=[C:11]([OH:15])[CH:10]=2)=[N:7][C:2]([NH:30][C:27]2[CH:28]=[CH:29][C:23]3[O:22][C:21]([C:19]([O:18][CH3:17])=[O:20])=[CH:25][C:24]=3[CH:26]=2)=[N:3][CH:4]=1. (5) Given the reactants N12CCN(CC1)CC2.C([Li])CCC.[Cl:14][C:15]1[CH:16]=[N:17][CH:18]=[CH:19][CH:20]=1.[O:21]=[C:22]1[CH2:27][CH2:26][N:25]([C:28]([O:30][C:31]([CH3:34])([CH3:33])[CH3:32])=[O:29])[CH2:24][CH2:23]1, predict the reaction product. The product is: [Cl:14][C:15]1[C:16]([C:22]2([OH:21])[CH2:23][CH2:24][N:25]([C:28]([O:30][C:31]([CH3:33])([CH3:32])[CH3:34])=[O:29])[CH2:26][CH2:27]2)=[N:17][CH:18]=[CH:19][CH:20]=1.